From a dataset of Full USPTO retrosynthesis dataset with 1.9M reactions from patents (1976-2016). Predict the reactants needed to synthesize the given product. (1) Given the product [Cl:34][C:35]1[CH:41]=[CH:40][CH:39]=[CH:38][C:36]=1[NH:37][C:22]1[CH:21]=[C:20]([C:18]2[N:19]=[C:14]([N:11]3[CH2:10][CH2:9][NH:8][CH2:13][CH2:12]3)[C:15]3[C:30]([CH:31]4[CH2:32][CH2:33]4)=[CH:29][N:28]=[CH:27][C:16]=3[N:17]=2)[CH:25]=[CH:24][N:23]=1, predict the reactants needed to synthesize it. The reactants are: C(OC([N:8]1[CH2:13][CH2:12][N:11]([C:14]2[C:15]3[C:30]([CH:31]4[CH2:33][CH2:32]4)=[CH:29][N:28]=[CH:27][C:16]=3[N:17]=[C:18]([C:20]3[CH:25]=[CH:24][N:23]=[C:22](Cl)[CH:21]=3)[N:19]=2)[CH2:10][CH2:9]1)=O)(C)(C)C.[Cl:34][C:35]1[CH:41]=[CH:40][CH:39]=[CH:38][C:36]=1[NH2:37]. (2) Given the product [N:32]1[CH:33]=[CH:34][CH:35]=[CH:36][C:31]=1[NH:30][C:29](=[O:37])[O:28][CH2:27][CH2:26][O:25][C:22]1[CH:21]=[CH:20][C:19]([CH:18]2[CH2:17][CH2:16][NH:15][CH2:14][CH:13]2[O:12][CH2:11][C:2]2[CH:3]=[CH:4][C:5]3[C:10](=[CH:9][CH:8]=[CH:7][CH:6]=3)[CH:1]=2)=[CH:24][CH:23]=1, predict the reactants needed to synthesize it. The reactants are: [CH:1]1[C:10]2[C:5](=[CH:6][CH:7]=[CH:8][CH:9]=2)[CH:4]=[CH:3][C:2]=1[CH2:11][O:12][CH:13]1[CH:18]([C:19]2[CH:24]=[CH:23][C:22]([O:25][CH2:26][CH2:27][O:28][C:29](=[O:37])[NH:30][C:31]3[CH:36]=[CH:35][CH:34]=[CH:33][N:32]=3)=[CH:21][CH:20]=2)[CH2:17][CH2:16][N:15](C(OCC(Cl)(Cl)Cl)=O)[CH2:14]1. (3) Given the product [C:13]([O:17][C:18]([C:20]1[CH:21]=[CH:22][C:23]2[S:27][N:26]=[CH:25][C:24]=2[C:28]=1[NH:12][C:3]1[CH:4]=[CH:5][C:6]([Si:8]([CH3:9])([CH3:11])[CH3:10])=[CH:7][C:2]=1[F:1])=[O:19])([CH3:16])([CH3:14])[CH3:15], predict the reactants needed to synthesize it. The reactants are: [F:1][C:2]1[CH:7]=[C:6]([Si:8]([CH3:11])([CH3:10])[CH3:9])[CH:5]=[CH:4][C:3]=1[NH2:12].[C:13]([O:17][C:18]([C:20]1[CH:21]=[CH:22][C:23]2[S:27][N:26]=[CH:25][C:24]=2[C:28]=1Br)=[O:19])([CH3:16])([CH3:15])[CH3:14].CC1(C)C2C(=C(P(C3C=CC=CC=3)C3C=CC=CC=3)C=CC=2)OC2C(P(C3C=CC=CC=3)C3C=CC=CC=3)=CC=CC1=2.[O-]P([O-])([O-])=O.[K+].[K+].[K+]. (4) Given the product [Cl:26][CH2:25][CH2:24][CH2:23][O:1][C:2]1[CH:3]=[CH:4][C:5]([CH:8]=[CH:9][C:10]2[CH:11]=[CH:12][CH:13]=[CH:14][CH:15]=2)=[CH:6][CH:7]=1, predict the reactants needed to synthesize it. The reactants are: [OH:1][C:2]1[CH:7]=[CH:6][C:5]([CH:8]=[CH:9][C:10]2[CH:15]=[CH:14][CH:13]=[CH:12][CH:11]=2)=[CH:4][CH:3]=1.C(=O)([O-])[O-].[K+].[K+].Br[CH2:23][CH2:24][CH2:25][Cl:26]. (5) Given the product [C:3]([O:9][C:10]1([C:13]2[N:14]=[C:15]([CH2:18][N:19]3[N:23]=[C:22]([NH2:24])[CH:21]=[N:20]3)[O:16][CH:17]=2)[CH2:12][CH2:11]1)(=[O:8])[C:4]([CH3:7])([CH3:6])[CH3:5], predict the reactants needed to synthesize it. The reactants are: N#N.[C:3]([O:9][C:10]1([C:13]2[N:14]=[C:15]([CH2:18][N:19]3[N:23]=[C:22]([N+:24]([O-])=O)[CH:21]=[N:20]3)[O:16][CH:17]=2)[CH2:12][CH2:11]1)(=[O:8])[C:4]([CH3:7])([CH3:6])[CH3:5].[NH4+].[Cl-]. (6) Given the product [Br:25][C:20]1[N:19]=[C:18]([C@:6]([NH:11][S@:12]([C:14]([CH3:16])([CH3:15])[CH3:17])=[O:13])([CH2:7][CH2:8][O:9][CH3:10])[C:5]([F:27])([F:26])[CH2:4][OH:3])[C:23]([F:24])=[CH:22][CH:21]=1, predict the reactants needed to synthesize it. The reactants are: C([O:3][C:4](=O)[C:5]([F:27])([F:26])[C@@:6]([C:18]1[C:23]([F:24])=[CH:22][CH:21]=[C:20]([Br:25])[N:19]=1)([NH:11][S@:12]([C:14]([CH3:17])([CH3:16])[CH3:15])=[O:13])[CH2:7][CH2:8][O:9][CH3:10])C.[BH4-].[Li+]. (7) Given the product [Cl:24][C:21]1[CH:20]=[CH:19][C:18]([C:12]2[C:11]3[CH2:10][CH2:9][NH:8][CH2:17][CH2:16][C:15]=3[N:14]([CH2:30][C:29]3[CH:32]=[CH:33][CH:34]=[C:27]([O:26][CH3:25])[CH:28]=3)[N:13]=2)=[CH:23][CH:22]=1, predict the reactants needed to synthesize it. The reactants are: C(OC([N:8]1[CH2:17][CH2:16][C:15]2[NH:14][N:13]=[C:12]([C:18]3[CH:23]=[CH:22][C:21]([Cl:24])=[CH:20][CH:19]=3)[C:11]=2[CH2:10][CH2:9]1)=O)(C)(C)C.[CH3:25][O:26][C:27]1[CH:28]=[C:29]([CH:32]=[CH:33][CH:34]=1)[CH2:30]Cl.